From a dataset of Reaction yield outcomes from USPTO patents with 853,638 reactions. Predict the reaction yield, written as a fraction of the theoretical maximum amount of product (1.0 means a 100% yield; for example, 0.34 means a 34% yield). The reactants are Cl[C:2]1[CH:7]=[C:6]([CH3:8])[CH:5]=[C:4]([CH3:9])[N:3]=1.[NH:10]1[CH2:15][CH2:14][NH:13][CH2:12][CH2:11]1. The catalyst is CS(C)=O.O. The product is [CH3:8][C:6]1[CH:5]=[C:4]([CH3:9])[N:3]=[C:2]([N:10]2[CH2:15][CH2:14][NH:13][CH2:12][CH2:11]2)[CH:7]=1. The yield is 0.520.